Dataset: Full USPTO retrosynthesis dataset with 1.9M reactions from patents (1976-2016). Task: Predict the reactants needed to synthesize the given product. (1) Given the product [CH3:18][C:19]1[CH:25]=[C:24]([N+:26]([O-:28])=[O:27])[CH:23]=[CH:22][C:20]=1[NH:21][S:14]([C:10]1[CH:9]=[C:8]([C:5]2[CH:6]=[CH:7][C:2]([F:1])=[CH:3][CH:4]=2)[CH:13]=[CH:12][CH:11]=1)(=[O:16])=[O:15], predict the reactants needed to synthesize it. The reactants are: [F:1][C:2]1[CH:7]=[CH:6][C:5]([C:8]2[CH:13]=[CH:12][CH:11]=[C:10]([S:14](Cl)(=[O:16])=[O:15])[CH:9]=2)=[CH:4][CH:3]=1.[CH3:18][C:19]1[CH:25]=[C:24]([N+:26]([O-:28])=[O:27])[CH:23]=[CH:22][C:20]=1[NH2:21].N1C=CC=CC=1. (2) Given the product [F:16][C:17]([F:25])([F:24])[CH:18]1[NH:19][CH2:20][CH2:21][N:22]([C:9]([O:11][C:12]([CH3:13])([CH3:14])[CH3:15])=[O:10])[CH2:23]1, predict the reactants needed to synthesize it. The reactants are: [C:9](O[C:9]([O:11][C:12]([CH3:15])([CH3:14])[CH3:13])=[O:10])([O:11][C:12]([CH3:15])([CH3:14])[CH3:13])=[O:10].[F:16][C:17]([F:25])([F:24])[CH:18]1[CH2:23][NH:22][CH2:21][CH2:20][NH:19]1. (3) The reactants are: Cl[C:2]([C:4]1[CH:5]=[C:6]2[C:10](=[CH:11][C:12]=1[OH:13])[NH:9][N:8]=[C:7]2[CH2:14][C:15]1[CH:20]=[CH:19][CH:18]=[C:17](C)C=1)=[O:3].[CH3:22][NH:23][CH2:24][CH2:25][CH2:26][CH3:27].[CH2:28](N(C(C)C)C(C)C)C. Given the product [CH2:24]([N:23]([CH3:22])[C:2]([C:4]1[CH:5]=[C:6]2[C:10](=[CH:11][C:12]=1[OH:13])[NH:9][N:8]=[C:7]2[C:14]1[CH:15]=[CH:20][CH:19]=[C:18]([CH3:17])[CH:28]=1)=[O:3])[CH2:25][CH2:26][CH3:27], predict the reactants needed to synthesize it. (4) Given the product [CH3:32][N:23]([C:24]1[CH:29]=[CH:28][N:27]=[C:26]([S:30][CH3:31])[N:25]=1)[C:18]1[C:17]2[CH:16]=[N:15][NH:14][C:22]=2[CH:21]=[CH:20][CH:19]=1, predict the reactants needed to synthesize it. The reactants are: CC(C)([O-])C.[K+].C([N:14]1[C:22]2[CH:21]=[CH:20][CH:19]=[C:18]([N:23]([CH3:32])[C:24]3[CH:29]=[CH:28][N:27]=[C:26]([S:30][CH3:31])[N:25]=3)[C:17]=2[CH:16]=[N:15]1)C1C=CC=CC=1.C1COCC1. (5) The reactants are: C(OC([N:8]1[CH2:13][CH2:12][CH:11]([N:14]([CH2:19][C:20]2[CH:25]=[CH:24][CH:23]=[C:22]([C:26]3[CH:31]=[CH:30][N:29]=[C:28](Cl)[N:27]=3)[CH:21]=2)[S:15]([CH3:18])(=[O:17])=[O:16])[CH2:10][CH2:9]1)=O)(C)(C)C.[F:33][C:34]1[CH:35]=[C:36]([CH2:40][CH2:41][NH2:42])[CH:37]=[CH:38][CH:39]=1. Given the product [F:33][C:34]1[CH:35]=[C:36]([CH2:40][CH2:41][NH:42][C:28]2[N:27]=[C:26]([C:22]3[CH:21]=[C:20]([CH:25]=[CH:24][CH:23]=3)[CH2:19][N:14]([CH:11]3[CH2:10][CH2:9][NH:8][CH2:13][CH2:12]3)[S:15]([CH3:18])(=[O:17])=[O:16])[CH:31]=[CH:30][N:29]=2)[CH:37]=[CH:38][CH:39]=1, predict the reactants needed to synthesize it. (6) Given the product [CH:7]([NH:8][CH:27]1[CH2:25][CH2:33][CH2:32][CH2:3][CH2:2][CH2:1][CH2:6]1)([C:1]1[CH:2]=[CH:3][CH:4]=[CH:5][CH:6]=1)[C:9]1[CH:10]=[CH:11][CH:12]=[CH:13][CH:14]=1, predict the reactants needed to synthesize it. The reactants are: [C:1]1([CH:7]([C:9]2[CH:14]=[CH:13][CH:12]=[CH:11][CH:10]=2)[NH2:8])[CH:6]=[CH:5][CH:4]=[CH:3][CH:2]=1.[BH-](O[C:25]([CH3:27])=O)(OC(C)=O)OC(C)=O.[Na+].CCO[CH2:32][CH3:33].C([O-])(O)=O.[Na+].